Dataset: Full USPTO retrosynthesis dataset with 1.9M reactions from patents (1976-2016). Task: Predict the reactants needed to synthesize the given product. (1) Given the product [CH3:22][O:21][CH2:20][CH2:19][O:18][C:15]1[C:14]([C:23]2[NH:24][C:25](=[O:42])[C:26]3[C:27](=[C:29]([CH2:39][CH2:40][CH3:41])[N:30]([CH2:32][C:33]4[CH:38]=[CH:37][CH:36]=[CH:35][N:34]=4)[N:31]=3)[N:28]=2)=[CH:13][C:12]([S:9]([N:6]2[CH2:7][CH2:8][N:3]([CH3:1])[CH2:4][CH2:5]2)(=[O:10])=[O:11])=[CH:17][N:16]=1, predict the reactants needed to synthesize it. The reactants are: [CH2:1]([N:3]1[CH2:8][CH2:7][N:6]([S:9]([C:12]2[CH:13]=[C:14]([C:23]3[NH:24][C:25](=[O:42])[C:26]4[C:27](=[C:29]([CH2:39][CH2:40][CH3:41])[N:30]([CH2:32][C:33]5[CH:38]=[CH:37][CH:36]=[CH:35][N:34]=5)[N:31]=4)[N:28]=3)[C:15]([O:18][CH2:19][CH2:20][O:21][CH3:22])=[N:16][CH:17]=2)(=[O:11])=[O:10])[CH2:5][CH2:4]1)C.C(C1N(C)N=C2C(=O)NC(C3C(O[C@H](C)COC)=NC=C(S(N4CCN(CC)CC4)(=O)=O)C=3)=NC=12)C. (2) Given the product [F:6][C:7]1[C:12]2[CH:13]=[CH:14][O:15][C:11]=2[C:10]([C:16]2[CH:41]=[CH:40][C:19]([O:20][CH2:21][C:22]3[CH:23]=[C:24]([CH:37]=[CH:38][CH:39]=3)[C:25]([N:27]3[CH2:31][CH2:30][C@H:29]([O:32][CH3:1])[C@H:28]3[C:33]([OH:35])=[O:34])=[O:26])=[CH:18][CH:17]=2)=[CH:9][C:8]=1[F:42], predict the reactants needed to synthesize it. The reactants are: [CH2:1]1COCC1.[F:6][C:7]1[C:12]2[CH:13]=[CH:14][O:15][C:11]=2[C:10]([C:16]2[CH:41]=[CH:40][C:19]([O:20][CH2:21][C:22]3[CH:23]=[C:24]([CH:37]=[CH:38][CH:39]=3)[C:25]([N:27]3[CH2:31][CH2:30][C@H:29]([OH:32])[C@H:28]3[C:33]([O:35]C)=[O:34])=[O:26])=[CH:18][CH:17]=2)=[CH:9][C:8]=1[F:42].[H-].[Na+].CI. (3) Given the product [CH:1]1([CH2:4][O:5][C:6]2[CH:11]=[CH:10][C:9]([S:12]([CH2:15][CH3:16])(=[O:14])=[O:13])=[CH:8][C:7]=2[C:17]2[CH:18]=[C:19]([O:25][CH2:32][C:33]([F:36])([F:35])[F:34])[C:20](=[O:24])[N:21]([CH3:23])[CH:22]=2)[CH2:3][CH2:2]1, predict the reactants needed to synthesize it. The reactants are: [CH:1]1([CH2:4][O:5][C:6]2[CH:11]=[CH:10][C:9]([S:12]([CH2:15][CH3:16])(=[O:14])=[O:13])=[CH:8][C:7]=2[C:17]2[CH:18]=[C:19]([OH:25])[C:20](=[O:24])[N:21]([CH3:23])[CH:22]=2)[CH2:3][CH2:2]1.FC(F)(F)S(O[CH2:32][C:33]([F:36])([F:35])[F:34])(=O)=O.C([O-])([O-])=O.[Cs+].[Cs+]. (4) Given the product [F:32][C:33]1[CH:38]=[CH:37][C:36]([C:24]2[CH:23]=[CH:22][N:21]=[CH:20][C:19]=2[NH:2][CH3:3])=[C:35]([O:42][CH3:43])[CH:34]=1, predict the reactants needed to synthesize it. The reactants are: C[N:2]([C:19]1[CH:20]=[N:21][CH:22]=[CH:23][C:24]=1N1CCCCC1C)[C:3](=O)C1C=C(C(F)(F)F)C=C(C(F)(F)F)C=1.[F:32][C:33]1[CH:38]=[CH:37][C:36](B(O)O)=[C:35]([O:42][CH3:43])[CH:34]=1. (5) Given the product [Cl:16][C:17]1[CH:24]=[CH:23][C:20]([CH2:21][NH:22][C:9](=[O:11])[C:8]2[CH:12]=[CH:13][C:5]([O:4][CH2:3][C:2]([F:1])([F:15])[F:14])=[N:6][CH:7]=2)=[C:19]([S:25]([CH3:28])(=[O:27])=[O:26])[CH:18]=1, predict the reactants needed to synthesize it. The reactants are: [F:1][C:2]([F:15])([F:14])[CH2:3][O:4][C:5]1[CH:13]=[CH:12][C:8]([C:9]([OH:11])=O)=[CH:7][N:6]=1.[Cl:16][C:17]1[CH:24]=[CH:23][C:20]([CH2:21][NH2:22])=[C:19]([S:25]([CH3:28])(=[O:27])=[O:26])[CH:18]=1.ON1C2C=CC=CC=2N=N1.Cl.C(N=C=NCCCN(C)C)C.C(N(C(C)C)CC)(C)C. (6) Given the product [CH3:9][O:8][C:7]1[CH:6]=[N:5][N:4]([CH3:10])[C:3](=[O:11])[CH:2]=1, predict the reactants needed to synthesize it. The reactants are: Cl[C:2]1[C:3](=[O:11])[N:4]([CH3:10])[N:5]=[CH:6][C:7]=1[O:8][CH3:9].C(N(CC)CC)C. (7) Given the product [Cl:43][C:26]1[C:27]([NH:29][C:30]2[C:41]([F:42])=[CH:40][CH:39]=[CH:38][C:31]=2[C:32]([NH:34][CH2:35][C:36]#[CH:37])=[O:33])=[N:28][C:23]([NH:1][C:2]2[CH:21]=[CH:20][C:5]3[C:6]([CH3:19])([CH3:18])[CH2:7][CH:8]([NH:12][C:13](=[O:17])[CH2:14][O:15][CH3:16])[C:9](=[O:11])[NH:10][C:4]=3[CH:3]=2)=[N:24][CH:25]=1, predict the reactants needed to synthesize it. The reactants are: [NH2:1][C:2]1[CH:21]=[CH:20][C:5]2[C:6]([CH3:19])([CH3:18])[CH2:7][CH:8]([NH:12][C:13](=[O:17])[CH2:14][O:15][CH3:16])[C:9](=[O:11])[NH:10][C:4]=2[CH:3]=1.Cl[C:23]1[N:28]=[C:27]([NH:29][C:30]2[C:41]([F:42])=[CH:40][CH:39]=[CH:38][C:31]=2[C:32]([NH:34][CH2:35][C:36]#[CH:37])=[O:33])[C:26]([Cl:43])=[CH:25][N:24]=1.